Dataset: Full USPTO retrosynthesis dataset with 1.9M reactions from patents (1976-2016). Task: Predict the reactants needed to synthesize the given product. The reactants are: [N:1]([C@H:4]1[CH2:9][CH2:8][O:7][C@@H:6]([CH:10]([C:17]2[CH:22]=[CH:21][CH:20]=[CH:19][CH:18]=2)[C:11]2[CH:16]=[CH:15][CH:14]=[CH:13][CH:12]=2)[CH2:5]1)=[N+]=[N-]. Given the product [CH:10]([C@H:6]1[CH2:5][C@@H:4]([NH2:1])[CH2:9][CH2:8][O:7]1)([C:17]1[CH:22]=[CH:21][CH:20]=[CH:19][CH:18]=1)[C:11]1[CH:12]=[CH:13][CH:14]=[CH:15][CH:16]=1, predict the reactants needed to synthesize it.